Regression. Given a peptide amino acid sequence and an MHC pseudo amino acid sequence, predict their binding affinity value. This is MHC class I binding data. From a dataset of Peptide-MHC class I binding affinity with 185,985 pairs from IEDB/IMGT. The peptide sequence is LLILCVTQVL. The MHC is HLA-B08:01 with pseudo-sequence HLA-B08:01. The binding affinity (normalized) is 0.363.